From a dataset of Reaction yield outcomes from USPTO patents with 853,638 reactions. Predict the reaction yield, written as a fraction of the theoretical maximum amount of product (1.0 means a 100% yield; for example, 0.34 means a 34% yield). (1) The reactants are C(O)(=O)C.[C:5]([CH:8]1[CH2:13][CH2:12][N:11]([C:14]([O:16][C:17]([CH3:20])([CH3:19])[CH3:18])=[O:15])[CH2:10][CH:9]1[OH:21])(=[NH:7])[NH2:6].C[O-].[Na+].[CH2:25]([O:32][C:33](=[CH:36]N(C)C)[CH:34]=O)[C:26]1[CH:31]=[CH:30][CH:29]=[CH:28][CH:27]=1. The catalyst is CO. The product is [CH2:25]([O:32][C:33]1[CH:34]=[N:7][C:5]([CH:8]2[CH2:13][CH2:12][N:11]([C:14]([O:16][C:17]([CH3:18])([CH3:20])[CH3:19])=[O:15])[CH2:10][CH:9]2[OH:21])=[N:6][CH:36]=1)[C:26]1[CH:31]=[CH:30][CH:29]=[CH:28][CH:27]=1. The yield is 0.270. (2) The reactants are CC1(C)CCCC(C)(C)N1.C([Li])CCC.[F:16][C:17]1[N:22]=[C:21]([C:23]([F:26])([F:25])[F:24])[C:20]([O:27][CH2:28][O:29][CH2:30][CH2:31][O:32][CH3:33])=[CH:19][CH:18]=1.[I:34]I. The product is [F:16][C:17]1[C:18]([I:34])=[CH:19][C:20]([O:27][CH2:28][O:29][CH2:30][CH2:31][O:32][CH3:33])=[C:21]([C:23]([F:26])([F:25])[F:24])[N:22]=1. The catalyst is C1COCC1.O. The yield is 0.440. (3) The reactants are [C:1]([O:5][C:6](=[O:23])[NH:7][CH:8]1[CH2:13][CH2:12][N:11]([C:14]2[C:19]([CH:20]=O)=[C:18]([NH2:22])[N:17]=[CH:16][N:15]=2)[CH2:10][CH2:9]1)([CH3:4])([CH3:3])[CH3:2].Cl.[CH3:25][O:26][NH2:27]. The catalyst is CO. The product is [C:1]([O:5][C:6](=[O:23])[NH:7][CH:8]1[CH2:9][CH2:10][N:11]([C:14]2[C:19]([CH:20]=[N:27][O:26][CH3:25])=[C:18]([NH2:22])[N:17]=[CH:16][N:15]=2)[CH2:12][CH2:13]1)([CH3:4])([CH3:2])[CH3:3]. The yield is 0.720. (4) The reactants are [CH3:1][C:2]1([CH3:10])[C:6](=O)[NH:5][C@H:4]([CH2:8][OH:9])[CH2:3]1.[H-].[Al+3].[Li+].[H-].[H-].[H-].[OH-].[Na+].C(N(CC)CC)C.[CH2:26]([O:33][C:34](Cl)=[O:35])[C:27]1[CH:32]=[CH:31][CH:30]=[CH:29][CH:28]=1.C(=O)([O-])O.[Na+]. The catalyst is O1CCCC1.C(Cl)Cl. The product is [CH2:26]([O:33][C:34]([N:5]1[CH2:6][C:2]([CH3:10])([CH3:1])[CH2:3][C@H:4]1[CH2:8][OH:9])=[O:35])[C:27]1[CH:32]=[CH:31][CH:30]=[CH:29][CH:28]=1. The yield is 0.740. (5) The reactants are [Cl:1][C:2]1[CH:3]=[C:4]([CH:30]=C)[C:5]2[C:6]([CH:29]=1)=[N:7][N:8]([CH2:10][C:11]([NH:15][C:16](=[O:28])[C:17]1[CH:22]=[CH:21][C:20]([O:23][C:24]([F:27])([F:26])[F:25])=[CH:19][CH:18]=1)([C:13]#[N:14])[CH3:12])[N:9]=2.C(Cl)Cl.[O:35]=[O+][O-]. The catalyst is CO. The product is [Cl:1][C:2]1[CH:3]=[C:4]([CH:30]=[O:35])[C:5]2[C:6]([CH:29]=1)=[N:7][N:8]([CH2:10][C:11]([NH:15][C:16](=[O:28])[C:17]1[CH:22]=[CH:21][C:20]([O:23][C:24]([F:25])([F:27])[F:26])=[CH:19][CH:18]=1)([C:13]#[N:14])[CH3:12])[N:9]=2. The yield is 0.790.